This data is from Full USPTO retrosynthesis dataset with 1.9M reactions from patents (1976-2016). The task is: Predict the reactants needed to synthesize the given product. (1) Given the product [CH2:9]([O:16][C:17]1[CH:22]=[CH:21][C:20]([CH2:23][C:24]2[CH:2]=[C:1]([C:3]3[CH:4]=[N:5][CH:6]=[CH:7][CH:8]=3)[O:26][N:25]=2)=[CH:19][CH:18]=1)[C:10]1[CH:11]=[CH:12][CH:13]=[CH:14][CH:15]=1, predict the reactants needed to synthesize it. The reactants are: [C:1]([C:3]1[CH:4]=[N:5][CH:6]=[CH:7][CH:8]=1)#[CH:2].[CH2:9]([O:16][C:17]1[CH:22]=[CH:21][C:20]([CH2:23][C:24](Cl)=[N:25][OH:26])=[CH:19][CH:18]=1)[C:10]1[CH:15]=[CH:14][CH:13]=[CH:12][CH:11]=1.C(N(CC)CC)C. (2) Given the product [ClH:25].[CH3:24][S:21]([C:20]1[CH:19]=[CH:18][S:17][C:16]=1[CH2:15][CH2:14][CH:11]1[CH2:12][CH2:13][NH:8][CH2:9][CH2:10]1)(=[O:22])=[O:23], predict the reactants needed to synthesize it. The reactants are: C(OC([N:8]1[CH2:13][CH2:12][CH:11]([CH2:14][CH2:15][C:16]2[S:17][CH:18]=[CH:19][C:20]=2[S:21]([CH3:24])(=[O:23])=[O:22])[CH2:10][CH2:9]1)=O)(C)(C)C.[ClH:25]. (3) Given the product [Br:1][C:2]1[CH:10]=[C:9]([CH:11]=[O:12])[CH:8]=[C:7]2[C:3]=1[CH:4]=[N:5][N:6]2[CH2:20][O:19][CH2:18][CH2:17][Si:14]([CH3:16])([CH3:15])[CH3:13], predict the reactants needed to synthesize it. The reactants are: [Br:1][C:2]1[CH:10]=[C:9]([CH:11]=[O:12])[CH:8]=[C:7]2[C:3]=1[CH:4]=[N:5][NH:6]2.[CH3:13][Si:14]([CH2:17][CH2:18][O:19][CH2:20]Cl)([CH3:16])[CH3:15]. (4) Given the product [CH:1]1([C:8]([C:17]2[CH:16]=[CH:15][C:14]([OH:18])=[CH:13][C:12]=2[F:11])=[O:9])[CH2:7][CH2:6][CH2:5][CH2:4][CH2:3][CH2:2]1, predict the reactants needed to synthesize it. The reactants are: [CH:1]1([C:8](Cl)=[O:9])[CH2:7][CH2:6][CH2:5][CH2:4][CH2:3][CH2:2]1.[F:11][C:12]1[CH:13]=[C:14]([OH:18])[CH:15]=[CH:16][CH:17]=1.FC1C=C(OC)C=CC=1. (5) Given the product [CH3:1][O:2][C:3]([N:10]1[C:6](=[O:12])[CH:7]=[CH:8][C:9]1=[O:11])=[O:4], predict the reactants needed to synthesize it. The reactants are: [CH3:1][O:2][C:3](Cl)=[O:4].[C:6]1(=[O:12])[NH:10][C:9](=[O:11])[CH:8]=[CH:7]1.CN1CCOCC1. (6) Given the product [Cl:22][C:23]1[CH:24]=[C:25]([C:2]2[CH:11]=[CH:10][C:9]3[O:8][C@@:7]4([CH3:16])[CH2:12][CH2:13][O:14][CH2:15][C@@H:6]4[C@:5]4([CH2:20][O:19][C:18]([NH2:21])=[N:17]4)[C:4]=3[CH:3]=2)[CH:26]=[N:27][CH:28]=1, predict the reactants needed to synthesize it. The reactants are: Br[C:2]1[CH:11]=[CH:10][C:9]2[O:8][C:7]3([CH3:16])[CH2:12][CH2:13][O:14][CH2:15][CH:6]3[C:5]3([CH2:20][O:19][C:18]([NH2:21])=[N:17]3)[C:4]=2[CH:3]=1.[Cl:22][C:23]1[CH:24]=[C:25](B(O)O)[CH:26]=[N:27][CH:28]=1.C(=O)([O-])[O-].[Na+].[Na+]. (7) Given the product [CH2:33]([O:18][C@H:13]1[C@H:14]([O:17][CH2:33][C:34]2[CH:39]=[CH:38][CH:37]=[CH:36][CH:35]=2)[C@@H:15]([O:16][CH2:21][C:22]2[CH:27]=[CH:26][CH:25]=[CH:24][CH:23]=2)[C@H:10]([C:5]2[CH:6]=[C:7]([O:8][CH3:9])[C:2]([Cl:1])=[C:3]([CH2:21][C:22]3[CH:27]=[CH:26][C:25]([O:28][CH2:29][CH3:30])=[CH:24][CH:23]=3)[CH:4]=2)[O:11][C@@H:12]1[CH2:19][O:20][CH2:10][C:5]1[CH:6]=[CH:7][CH:2]=[CH:3][CH:4]=1)[C:34]1[CH:39]=[CH:38][CH:37]=[CH:36][CH:35]=1, predict the reactants needed to synthesize it. The reactants are: [Cl:1][C:2]1[C:7]([O:8][CH3:9])=[CH:6][C:5]([C@H:10]2[C@H:15]([OH:16])[C@@H:14]([OH:17])[C@H:13]([OH:18])[C@@H:12]([CH2:19][OH:20])[O:11]2)=[CH:4][C:3]=1[CH2:21][C:22]1[CH:27]=[CH:26][C:25]([O:28][CH2:29][CH3:30])=[CH:24][CH:23]=1.[H-].[Na+].[CH2:33](Br)[C:34]1[CH:39]=[CH:38][CH:37]=[CH:36][CH:35]=1.O. (8) The reactants are: [C:1]([O:5][C:6]([NH:8][C@@H:9]1[C:18]2[S:17][CH:16]=[N:15][C:14]=2/[C:13](=C/C(OC)=O)/[CH2:12][CH2:11][C@H:10]1[C:24]1[CH:29]=[CH:28][CH:27]=[C:26]([F:30])[C:25]=1[F:31])=[O:7])([CH3:4])([CH3:3])[CH3:2].[O:32]=[O+][O-]. Given the product [F:31][C:25]1[C:26]([F:30])=[CH:27][CH:28]=[CH:29][C:24]=1[C@@H:10]1[CH2:11][CH2:12][C:13](=[O:32])[C:14]2[N:15]=[CH:16][S:17][C:18]=2[C@H:9]1[NH:8][C:6](=[O:7])[O:5][C:1]([CH3:3])([CH3:4])[CH3:2], predict the reactants needed to synthesize it.